This data is from Catalyst prediction with 721,799 reactions and 888 catalyst types from USPTO. The task is: Predict which catalyst facilitates the given reaction. (1) Reactant: [N:1]([C:4]1[CH:9]=[CH:8][C:7]([C:10]2[N:11]=[C:12]([NH2:15])[S:13][CH:14]=2)=[CH:6][CH:5]=1)=[N+:2]=[N-:3].[Cl:16]N1C(=O)CCC1=O.O. Product: [N:1]([C:4]1[CH:9]=[CH:8][C:7]([C:10]2[N:11]=[C:12]([NH2:15])[S:13][C:14]=2[Cl:16])=[CH:6][CH:5]=1)=[N+:2]=[N-:3]. The catalyst class is: 3. (2) Reactant: [CH2:1]([O:3][C:4]([C:6]1[CH:7]2[N:24]([C:25]([O:27][C:28]([CH3:31])([CH3:30])[CH3:29])=[O:26])[CH:11]([CH2:12][C:13]=1[C:14]1[CH:19]=[CH:18][C:17]([CH2:20][CH2:21][CH2:22][OH:23])=[CH:16][CH:15]=1)[CH2:10][N:9]([C:32]([O:34][C:35]([CH3:38])([CH3:37])[CH3:36])=[O:33])[CH2:8]2)=[O:5])[CH3:2].[Cl:39][C:40]1[C:45]([F:46])=[CH:44][CH:43]=[C:42]([F:47])[C:41]=1O.C(P(CCCC)CCCC)CCC. Product: [CH2:1]([O:3][C:4]([C:6]1[CH:7]2[N:24]([C:25]([O:27][C:28]([CH3:29])([CH3:30])[CH3:31])=[O:26])[CH:11]([CH2:12][C:13]=1[C:14]1[CH:19]=[CH:18][C:17]([CH2:20][CH2:21][CH2:22][O:23][C:41]3[C:42]([F:47])=[CH:43][CH:44]=[C:45]([F:46])[C:40]=3[Cl:39])=[CH:16][CH:15]=1)[CH2:10][N:9]([C:32]([O:34][C:35]([CH3:37])([CH3:36])[CH3:38])=[O:33])[CH2:8]2)=[O:5])[CH3:2]. The catalyst class is: 260. (3) Reactant: [C:1]([O:5][C:6]([CH2:8][CH2:9][CH2:10][CH2:11][CH2:12][CH2:13][CH2:14][CH2:15][CH2:16][CH2:17][CH2:18][CH2:19][CH2:20][CH2:21][CH2:22][CH2:23][CH2:24][CH2:25][C:26]([NH:28][CH2:29][CH:30]1[CH2:35][CH2:34][CH:33]([C:36]([OH:38])=[O:37])[CH2:32][CH2:31]1)=[O:27])=[O:7])([CH3:4])([CH3:3])[CH3:2].[B-](F)(F)(F)F.CN(C(O[N:52]1[C:57](=[O:58])[CH2:56][CH2:55][C:53]1=[O:54])=[N+](C)C)C. The catalyst class is: 577. Product: [O:54]=[C:53]1[CH2:55][CH2:56][C:57](=[O:58])[N:52]1[O:37][C:36]([CH:33]1[CH2:34][CH2:35][CH:30]([CH2:29][NH:28][C:26](=[O:27])[CH2:25][CH2:24][CH2:23][CH2:22][CH2:21][CH2:20][CH2:19][CH2:18][CH2:17][CH2:16][CH2:15][CH2:14][CH2:13][CH2:12][CH2:11][CH2:10][CH2:9][CH2:8][C:6]([O:5][C:1]([CH3:4])([CH3:2])[CH3:3])=[O:7])[CH2:31][CH2:32]1)=[O:38]. (4) Reactant: [CH3:1][O:2][CH2:3][C@H:4]([CH3:38])[O:5][C:6]1[CH:7]=[C:8]([C:23]2[NH:27][C:26]([C:28]([O:30]CC3C=CC=CC=3)=[O:29])=[CH:25][CH:24]=2)[CH:9]=[C:10]([O:12][C:13]2[CH:14]=[N:15][C:16]([S:19]([CH3:22])(=[O:21])=[O:20])=[CH:17][CH:18]=2)[CH:11]=1. Product: [CH3:1][O:2][CH2:3][C@H:4]([CH3:38])[O:5][C:6]1[CH:7]=[C:8]([C:23]2[NH:27][C:26]([C:28]([OH:30])=[O:29])=[CH:25][CH:24]=2)[CH:9]=[C:10]([O:12][C:13]2[CH:14]=[N:15][C:16]([S:19]([CH3:22])(=[O:21])=[O:20])=[CH:17][CH:18]=2)[CH:11]=1. The catalyst class is: 586. (5) Reactant: Br[C:2]1[CH:3]=[N:4][CH:5]=[C:6]([CH:11]=1)[C:7]([O:9][CH3:10])=[O:8].[F:12][C:13]([F:25])([F:24])[O:14][C:15]1[CH:20]=[CH:19][C:18](B(O)O)=[CH:17][CH:16]=1.[F-].[K+].C(OCC)(=O)C. Product: [F:12][C:13]([F:24])([F:25])[O:14][C:15]1[CH:20]=[CH:19][C:18]([C:2]2[CH:11]=[C:6]([C:7]([O:9][CH3:10])=[O:8])[CH:5]=[N:4][CH:3]=2)=[CH:17][CH:16]=1. The catalyst class is: 460. (6) Reactant: C(OC(=O)[NH:7][C@H:8]1[CH2:11][C@H:10]([NH:12][C:13]2[C:18]([NH:19][C:20]([CH:22]3[CH2:24][CH2:23]3)=O)=[CH:17][CH:16]=[CH:15][N:14]=2)[CH2:9]1)(C)(C)C.FC(F)(F)C(O)=O. Product: [CH:22]1([C:20]2[N:12]([C@H:10]3[CH2:11][C@H:8]([NH2:7])[CH2:9]3)[C:13]3=[N:14][CH:15]=[CH:16][CH:17]=[C:18]3[N:19]=2)[CH2:24][CH2:23]1. The catalyst class is: 15. (7) Reactant: [C:1]1([C:7]2[CH:14]=[CH:13][C:10]([CH:11]=O)=[CH:9][C:8]=2[C:15]([F:18])([F:17])[F:16])[CH:6]=[CH:5][CH:4]=[CH:3][CH:2]=1.[NH2:19][C:20]1[CH:25]=[CH:24][CH:23]=[CH:22][C:21]=1/[CH:26]=[CH:27]/[C:28]([O:30][CH3:31])=[O:29].[BH3-]C#N.[Na+]. Product: [C:1]1([C:7]2[CH:14]=[CH:13][C:10]([CH2:11][NH:19][C:20]3[CH:25]=[CH:24][CH:23]=[CH:22][C:21]=3/[CH:26]=[CH:27]/[C:28]([O:30][CH3:31])=[O:29])=[CH:9][C:8]=2[C:15]([F:18])([F:17])[F:16])[CH:6]=[CH:5][CH:4]=[CH:3][CH:2]=1. The catalyst class is: 15. (8) Reactant: [CH3:1][O:2][C:3]1[CH:12]=[C:11]2[C:6]([CH:7]=[C:8]([C:14]([NH:16][C:17]3[CH:18]=[C:19]([CH:23]=[CH:24][C:25]=3[CH3:26])[C:20](O)=[O:21])=[O:15])[C:9](=[O:13])[NH:10]2)=[CH:5][C:4]=1[O:27][CH2:28][CH2:29][N:30]1[CH2:35][CH2:34][O:33][CH2:32][CH2:31]1.CN(C(ON1N=NC2C=CC=NC1=2)=[N+](C)C)C.F[P-](F)(F)(F)(F)F.CCN(C(C)C)C(C)C.[Cl:69][C:70]1[CH:71]=[C:72]([CH:75]=[CH:76][CH:77]=1)[CH2:73][NH2:74]. Product: [Cl:69][C:70]1[CH:71]=[C:72]([CH:75]=[CH:76][CH:77]=1)[CH2:73][NH:74][C:20]([C:19]1[CH:23]=[CH:24][C:25]([CH3:26])=[C:17]([NH:16][C:14]([C:8]2[C:9](=[O:13])[NH:10][C:11]3[C:6]([CH:7]=2)=[CH:5][C:4]([O:27][CH2:28][CH2:29][N:30]2[CH2:31][CH2:32][O:33][CH2:34][CH2:35]2)=[C:3]([O:2][CH3:1])[CH:12]=3)=[O:15])[CH:18]=1)=[O:21]. The catalyst class is: 3. (9) Reactant: [C:1]([O:5][C:6]([N:8]1[CH2:13][CH2:12][N:11]([C:14]2[CH:19]=[CH:18][C:17]([NH:20][C:21]3[N:26]=[C:25]([CH2:27][CH2:28][C:29]4[CH:30]=[C:31]([CH:35]=[CH:36][CH:37]=4)[C:32]([O-:34])=O)[C:24]([C:38]([F:41])([F:40])[F:39])=[CH:23][N:22]=3)=[CH:16][CH:15]=2)[CH2:10][CH2:9]1)=[O:7])([CH3:4])([CH3:3])[CH3:2].[Li+].O[N:44]1C2C=CC=CC=2N=N1.CCN=C=NCCCN(C)C.Cl.C(N(CC)C(C)C)(C)C.C(=O)([O-])[O-].[NH4+].[NH4+]. The catalyst class is: 118. Product: [C:32]([C:31]1[CH:30]=[C:29]([CH:37]=[CH:36][CH:35]=1)[CH2:28][CH2:27][C:25]1[C:24]([C:38]([F:41])([F:39])[F:40])=[CH:23][N:22]=[C:21]([NH:20][C:17]2[CH:16]=[CH:15][C:14]([N:11]3[CH2:12][CH2:13][N:8]([C:6]([O:5][C:1]([CH3:2])([CH3:4])[CH3:3])=[O:7])[CH2:9][CH2:10]3)=[CH:19][CH:18]=2)[N:26]=1)(=[O:34])[NH2:44]. (10) Reactant: [NH2:1][C:2]1[CH:3]=[N:4][C:5]2[C:10]([C:11]=1[NH:12][CH2:13][C:14]([CH3:17])([OH:16])[CH3:15])=[CH:9][CH:8]=[C:7]([O:18][CH2:19][C:20]1[CH:25]=[CH:24][CH:23]=[CH:22][CH:21]=1)[CH:6]=2.[C:26]([O:29][CH2:30][C:31]([Cl:33])=[O:32])(=[O:28])[CH3:27]. Product: [ClH:33].[C:26]([O:29][CH2:30][C:31]([NH:1][C:2]1[CH:3]=[N:4][C:5]2[C:10]([C:11]=1[NH:12][CH2:13][C:14]([OH:16])([CH3:17])[CH3:15])=[CH:9][CH:8]=[C:7]([O:18][CH2:19][C:20]1[CH:25]=[CH:24][CH:23]=[CH:22][CH:21]=1)[CH:6]=2)=[O:32])(=[O:28])[CH3:27]. The catalyst class is: 10.